Dataset: Full USPTO retrosynthesis dataset with 1.9M reactions from patents (1976-2016). Task: Predict the reactants needed to synthesize the given product. (1) Given the product [C:21]([C:25]1[O:29][C:28]([NH:30][C:31]2[CH:36]=[CH:35][C:34]([C:2]3[CH:7]=[CH:6][C:5]([C:8]45[O:14][C:11]([CH2:15][CH2:16][C:17]([O:19][CH3:20])=[O:18])([CH2:12][CH2:13]4)[CH2:10][CH2:9]5)=[CH:4][CH:3]=3)=[CH:33][CH:32]=2)=[N:27][N:26]=1)([CH3:24])([CH3:22])[CH3:23], predict the reactants needed to synthesize it. The reactants are: Br[C:2]1[CH:7]=[CH:6][C:5]([C:8]23[O:14][C:11]([CH2:15][CH2:16][C:17]([O:19][CH3:20])=[O:18])([CH2:12][CH2:13]2)[CH2:10][CH2:9]3)=[CH:4][CH:3]=1.[C:21]([C:25]1[O:29][C:28]([NH:30][C:31]2[CH:36]=[CH:35][C:34](B3OC(C)(C)C(C)(C)O3)=[CH:33][CH:32]=2)=[N:27][N:26]=1)([CH3:24])([CH3:23])[CH3:22].[F-].[Cs+].O1CCOCC1. (2) Given the product [CH2:5]([C:7]1[C:15]2[C:10](=[CH:11][CH:12]=[CH:13][CH:14]=2)[NH:9][C:8]=1[CH2:16][N:17]([CH3:18])[C:33](=[O:35])/[CH:32]=[CH:31]/[C:26]1[CH:27]=[N:28][C:29]2[NH:30][C:21](=[O:20])[CH2:22][CH2:23][C:24]=2[CH:25]=1)[CH3:6], predict the reactants needed to synthesize it. The reactants are: C(Cl)CCl.[CH2:5]([C:7]1[C:15]2[C:10](=[CH:11][CH:12]=[CH:13][CH:14]=2)[NH:9][C:8]=1[CH2:16][NH:17][CH3:18])[CH3:6].Cl.[O:20]=[C:21]1[NH:30][C:29]2[N:28]=[CH:27][C:26](/[CH:31]=[CH:32]/[C:33]([OH:35])=O)=[CH:25][C:24]=2[CH2:23][CH2:22]1.C1C=CC2N(O)N=NC=2C=1.CCN(C(C)C)C(C)C.